From a dataset of Catalyst prediction with 721,799 reactions and 888 catalyst types from USPTO. Predict which catalyst facilitates the given reaction. (1) Reactant: NC1C=CC=CC=1N[S:9]([C:12]1[S:16][C:15]2[CH:17]=[CH:18][CH:19]=[CH:20][C:14]=2[CH:13]=1)(=[O:11])=[O:10].C[O:22]C1C=CC(S(C(C)C)(=O)=O)=CC=1S(Cl)(=O)=O. Product: [S:16]1[C:12]([S:9]([OH:10])(=[O:11])=[O:22])=[CH:13][C:14]2[CH:20]=[CH:19][CH:18]=[CH:17][C:15]1=2. The catalyst class is: 202. (2) Reactant: CC1C=C(C)C=C(C)C=1S([O-])(=O)=O.[NH2:14][N+:15]1[CH:20]=[C:19]([CH2:21][OH:22])[CH:18]=[CH:17][C:16]=1[O:23][CH3:24].[CH2:25]([O:27][C:28](=[O:31])[C:29]#[CH:30])[CH3:26].C(=O)([O-])[O-].[K+].[K+].O. Product: [CH2:25]([O:27][C:28]([C:29]1[CH:30]=[N:14][N:15]2[C:16]([O:23][CH3:24])=[CH:17][CH:18]=[C:19]([CH2:21][OH:22])[C:20]=12)=[O:31])[CH3:26]. The catalyst class is: 3. (3) Reactant: [H-].[Na+].[NH:3]1[C:11]2[C:6](=[CH:7][CH:8]=[CH:9][CH:10]=2)[CH2:5][CH2:4]1.I[CH2:13][CH3:14]. Product: [CH2:13]([N:3]1[C:11]2[C:6](=[CH:7][CH:8]=[CH:9][CH:10]=2)[CH2:5][CH2:4]1)[CH3:14]. The catalyst class is: 7. (4) Reactant: [Br:1][C:2]1[C:3]([O:13][CH3:14])=[C:4]([CH:11]=[O:12])[CH:5]=[C:6]([CH:10]=1)[C:7](O)=[O:8].C(Cl)(=O)C([Cl:18])=O.CN(C)C=O. Product: [Br:1][C:2]1[C:3]([O:13][CH3:14])=[C:4]([CH:11]=[O:12])[CH:5]=[C:6]([CH:10]=1)[C:7]([Cl:18])=[O:8]. The catalyst class is: 7. (5) Reactant: [Cl:1][C:2]1[CH:3]=[N:4][CH:5]=[C:6]([Cl:21])[C:7]=1[CH2:8][CH:9]([C:11]1[CH:16]=[CH:15][C:14]([O:17][CH3:18])=[C:13]([O:19][CH3:20])[CH:12]=1)[OH:10].[CH3:22][O:23][C:24]1[CH:25]=[C:26]2[C:31](=[CH:32][CH:33]=1)[CH:30]=[C:29]([C@@H:34]([CH3:38])[C:35](O)=[O:36])[CH:28]=[CH:27]2.C(Cl)CCl.O. Product: [CH3:22][O:23][C:24]1[CH:25]=[C:26]2[C:31](=[CH:32][CH:33]=1)[CH:30]=[C:29]([CH:34]([CH3:38])[C:35]([O:10][C@@H:9]([C:11]1[CH:16]=[CH:15][C:14]([O:17][CH3:18])=[C:13]([O:19][CH3:20])[CH:12]=1)[CH2:8][C:7]1[C:2]([Cl:1])=[CH:3][N:4]=[CH:5][C:6]=1[Cl:21])=[O:36])[CH:28]=[CH:27]2. The catalyst class is: 241.